Task: Predict the reaction yield, written as a fraction of the theoretical maximum amount of product (1.0 means a 100% yield; for example, 0.34 means a 34% yield).. Dataset: Reaction yield outcomes from USPTO patents with 853,638 reactions (1) The reactants are N[C:2]1[CH:7]=[C:6]([C:8]#[N:9])[CH:5]=[CH:4][C:3]=1[S:10]([NH:13][C:14]1[CH:15]=[CH:16][CH:17]=[C:18]2[C:23]=1[N:22]=[CH:21][CH:20]=[CH:19]2)(=[O:12])=[O:11].N(OC(C)(C)C)=O.CC(O)=O. The catalyst is C1COCC1. The product is [O:12]=[S:10]1(=[O:11])[C:3]2[C:2](=[CH:7][C:6]([C:8]#[N:9])=[CH:5][CH:4]=2)[C:15]2[C:14](=[C:23]3[C:18](=[CH:17][CH:16]=2)[CH:19]=[CH:20][CH:21]=[N:22]3)[NH:13]1. The yield is 0.0400. (2) The reactants are [NH2:1][C:2]1[C:3]([N:11]2[CH2:16][CH2:15][CH2:14][C:13]([NH:18][C:19](=[O:25])[O:20][C:21]([CH3:24])([CH3:23])[CH3:22])([CH3:17])[CH2:12]2)=[C:4]2[CH2:10][CH2:9][CH2:8][C:5]2=[N:6][CH:7]=1.[C:26]([O:30][C:31]([NH:33][C:34]1[S:38][C:37]([C:39]2[C:44]([F:45])=[CH:43][CH:42]=[CH:41][C:40]=2[F:46])=[N:36][C:35]=1[C:47](O)=[O:48])=[O:32])([CH3:29])([CH3:28])[CH3:27].CN(C(ON1N=NC2C=CC=NC1=2)=[N+](C)C)C.F[P-](F)(F)(F)(F)F.CCN(C(C)C)C(C)C. The catalyst is CN(C=O)C.CO. The product is [C:26]([O:30][C:31]([NH:33][C:34]1[S:38][C:37]([C:39]2[C:44]([F:45])=[CH:43][CH:42]=[CH:41][C:40]=2[F:46])=[N:36][C:35]=1[C:47]([NH:1][C:2]1[C:3]([N:11]2[CH2:16][CH2:15][CH2:14][C:13]([NH:18][C:19](=[O:25])[O:20][C:21]([CH3:24])([CH3:23])[CH3:22])([CH3:17])[CH2:12]2)=[C:4]2[CH2:10][CH2:9][CH2:8][C:5]2=[N:6][CH:7]=1)=[O:48])=[O:32])([CH3:29])([CH3:27])[CH3:28]. The yield is 0.530. (3) The catalyst is ClCCl. The reactants are [F:1][C:2]([F:13])([F:12])[O:3][C:4]1[CH:11]=[CH:10][C:7]([CH:8]=O)=[CH:6][CH:5]=1.[CH3:14][CH:15]1[CH2:20][NH:19][CH2:18][CH:17]([CH3:21])[NH:16]1.C(O[BH-](OC(=O)C)OC(=O)C)(=O)C.[Na+]. The yield is 0.800. The product is [CH3:14][CH:15]1[NH:16][CH:17]([CH3:21])[CH2:18][N:19]([CH2:8][C:7]2[CH:10]=[CH:11][C:4]([O:3][C:2]([F:13])([F:12])[F:1])=[CH:5][CH:6]=2)[CH2:20]1. (4) The reactants are [I:1][C:2]1[CH:7]=[CH:6][C:5]([CH2:8][C:9]([OH:11])=[O:10])=[CH:4][CH:3]=1.Cl.[CH3:13]O. The catalyst is O1CCOCC1. The product is [I:1][C:2]1[CH:3]=[CH:4][C:5]([CH2:8][C:9]([O:11][CH3:13])=[O:10])=[CH:6][CH:7]=1. The yield is 0.980. (5) The reactants are CO[C:3](=O)[CH2:4][C:5]1[CH:10]=[CH:9][C:8]([OH:11])=[C:7]([OH:12])[CH:6]=1.[H-].[Al+3].[Li+].[H-].[H-].[H-].Cl.C1C[O:24][CH2:23]C1. No catalyst specified. The product is [CH:10]1[C:5]([CH2:4][CH2:3][CH2:23][OH:24])=[CH:6][C:7]([OH:12])=[C:8]([OH:11])[CH:9]=1. The yield is 0.967. (6) The reactants are [Cl:1][C:2]1[CH:15]=[CH:14][C:13]([C:16]#[CH:17])=[CH:12][C:3]=1[NH:4][N:5]1[CH2:10][CH2:9][CH2:8][O:7][C:6]1=[O:11].Br[C:19]1[C:24]([F:25])=[CH:23][C:22]([F:26])=[CH:21][C:20]=1[F:27].O. The catalyst is C(N(CC)CC)C.Cl[Pd](Cl)([P](C1C=CC=CC=1)(C1C=CC=CC=1)C1C=CC=CC=1)[P](C1C=CC=CC=1)(C1C=CC=CC=1)C1C=CC=CC=1. The product is [Cl:1][C:2]1[CH:15]=[CH:14][C:13]([C:16]#[C:17][C:23]2[C:24]([F:25])=[CH:19][C:20]([F:27])=[CH:21][C:22]=2[F:26])=[CH:12][C:3]=1[NH:4][N:5]1[CH2:10][CH2:9][CH2:8][O:7][C:6]1=[O:11]. The yield is 0.780. (7) The reactants are [CH:1]1[C:10]2[C:5](=[CH:6][CH:7]=[CH:8][CH:9]=2)[CH:4]=[CH:3][C:2]=1[CH:11]=[CH:12][C:13](=[O:26])[CH:14]=[CH:15][C:16]1[CH:25]=[CH:24][C:23]2[C:18](=[CH:19][CH:20]=[CH:21][CH:22]=2)[CH:17]=1.[CH3:27][NH2:28].O. The catalyst is CN(C)C=O. The product is [CH:17]1[C:18]2[C:23](=[CH:22][CH:21]=[CH:20][CH:19]=2)[CH:24]=[CH:25][C:16]=1[CH:15]1[CH2:14][C:13](=[O:26])[CH2:12][CH:11]([C:2]2[CH:3]=[CH:4][C:5]3[C:10](=[CH:9][CH:8]=[CH:7][CH:6]=3)[CH:1]=2)[N:28]1[CH3:27]. The yield is 0.220.